Dataset: Forward reaction prediction with 1.9M reactions from USPTO patents (1976-2016). Task: Predict the product of the given reaction. (1) Given the reactants [OH:1][C:2]1[CH:3]=[C:4]([CH:9]=[C:10]([O:12][CH3:13])[CH:11]=1)[C:5]([O:7][CH3:8])=[O:6].C(N(CC)CC)C.[CH3:21][S:22](Cl)(=[O:24])=[O:23], predict the reaction product. The product is: [CH3:13][O:12][C:10]1[CH:9]=[C:4]([CH:3]=[C:2]([O:1][S:22]([CH3:21])(=[O:24])=[O:23])[CH:11]=1)[C:5]([O:7][CH3:8])=[O:6]. (2) Given the reactants [Cl:1][C:2]1[N:7]=[C:6](Cl)[C:5]([F:9])=[CH:4][N:3]=1.[O:10]1[CH2:14][CH2:13][CH:12]([OH:15])[CH2:11]1.C(=O)([O-])[O-].[Cs+].[Cs+], predict the reaction product. The product is: [Cl:1][C:2]1[N:7]=[C:6]([O:15][CH:12]2[CH2:13][CH2:14][O:10][CH2:11]2)[C:5]([F:9])=[CH:4][N:3]=1. (3) Given the reactants [CH3:1][O:2][C:3]([C@H:5]1[CH2:10][CH2:9][C@H:8]([CH2:11][N:12]2[C:20](=[O:21])[NH:19][C:18]3[C:13]2=[N:14][C:15]([N:22]([CH2:24][CH2:25][O:26][CH3:27])[CH3:23])=[N:16][CH:17]=3)[CH2:7][CH2:6]1)=[O:4].[C:28]([O-])([O-])=O.[Cs+].[Cs+].COS(OC)(=O)=O.O, predict the reaction product. The product is: [CH3:1][O:2][C:3]([C@H:5]1[CH2:10][CH2:9][C@H:8]([CH2:11][N:12]2[C:20](=[O:21])[N:19]([CH3:28])[C:18]3[C:13]2=[N:14][C:15]([N:22]([CH2:24][CH2:25][O:26][CH3:27])[CH3:23])=[N:16][CH:17]=3)[CH2:7][CH2:6]1)=[O:4]. (4) Given the reactants [CH:1]([O:4][C:5]([N:7]1[CH2:12][CH2:11][CH:10]([C:13]2[O:14][C:15]3[CH:21]=[CH:20][C:19]([C:22]4[CH:31]=[CH:30][C:25]([C:26]([O:28]C)=[O:27])=[CH:24][N:23]=4)=[CH:18][C:16]=3[N:17]=2)[CH2:9][CH2:8]1)=[O:6])([CH3:3])[CH3:2].CC1(C)C(C)(C)OB(C2C=CC3OC(C4CCN(C(OC(C)C)=O)CC4)=NC=3C=2)O1.ClC1C=CC(C(OC)=O)=CN=1.C([O-])([O-])=O.[K+].[K+], predict the reaction product. The product is: [CH:1]([O:4][C:5]([N:7]1[CH2:8][CH2:9][CH:10]([C:13]2[O:14][C:15]3[CH:21]=[CH:20][C:19]([C:22]4[CH:31]=[CH:30][C:25]([C:26]([OH:28])=[O:27])=[CH:24][N:23]=4)=[CH:18][C:16]=3[N:17]=2)[CH2:11][CH2:12]1)=[O:6])([CH3:3])[CH3:2]. (5) Given the reactants [C:1]([C:3]1[C:4]([C:9]2[CH:14]=[CH:13][CH:12]=[CH:11][CH:10]=2)=[N:5][O:6][C:7]=1[CH3:8])#[CH:2].Cl[C:16]1[CH:21]=[N:20][CH:19]=[CH:18][N:17]=1, predict the reaction product. The product is: [CH3:8][C:7]1[O:6][N:5]=[C:4]([C:9]2[CH:14]=[CH:13][CH:12]=[CH:11][CH:10]=2)[C:3]=1[C:1]#[C:2][C:16]1[CH:21]=[N:20][CH:19]=[CH:18][N:17]=1. (6) The product is: [CH2:12]([NH:11][S:8]([C:6]1[S:7][C:3]([CH2:2][NH:1][CH2:30][C:29]2[CH:28]=[CH:27][C:26]([C:25]([F:24])([F:34])[F:35])=[CH:33][CH:32]=2)=[CH:4][CH:5]=1)(=[O:9])=[O:10])[CH2:13][CH2:14][CH2:15][CH2:16][CH2:17][CH2:18][CH2:19][CH2:20][CH2:21][CH2:22][CH3:23]. Given the reactants [NH2:1][CH2:2][C:3]1[S:7][C:6]([S:8]([NH:11][CH2:12][CH2:13][CH2:14][CH2:15][CH2:16][CH2:17][CH2:18][CH2:19][CH2:20][CH2:21][CH2:22][CH3:23])(=[O:10])=[O:9])=[CH:5][CH:4]=1.[F:24][C:25]([F:35])([F:34])[C:26]1[CH:33]=[CH:32][C:29]([CH:30]=O)=[CH:28][CH:27]=1.[BH-](OC(C)=O)(OC(C)=O)OC(C)=O.[Na+].C([O-])(O)=O.[Na+], predict the reaction product. (7) Given the reactants [Br:1][C:2]1[C:7]2[CH:8]=[C:9]([C:11]3[CH:16]=[CH:15][C:14]([OH:17])=[CH:13][CH:12]=3)[O:10][C:6]=2[CH:5]=[CH:4][C:3]=1O.[C:19](=[O:22])([O-])[O-].[K+].[K+].I[CH3:26], predict the reaction product. The product is: [Br:1][C:2]1[C:7]2[CH:8]=[C:9]([C:11]3[CH:16]=[CH:15][C:14]([O:17][CH3:26])=[CH:13][CH:12]=3)[O:10][C:6]=2[CH:5]=[CH:4][C:3]=1[O:22][CH3:19].